Task: Predict the product of the given reaction.. Dataset: Forward reaction prediction with 1.9M reactions from USPTO patents (1976-2016) Given the reactants [CH3:1][C:2]1[CH:3]=[C:4]([CH:6]=[C:7]([CH3:9])[CH:8]=1)[NH2:5].[C:10](OC(=O)C)(=[O:12])[CH3:11], predict the reaction product. The product is: [CH3:1][C:2]1[CH:3]=[C:4]([NH:5][C:10](=[O:12])[CH3:11])[CH:6]=[C:7]([CH3:9])[CH:8]=1.